This data is from Reaction yield outcomes from USPTO patents with 853,638 reactions. The task is: Predict the reaction yield, written as a fraction of the theoretical maximum amount of product (1.0 means a 100% yield; for example, 0.34 means a 34% yield). (1) The reactants are [NH2:1][C:2]1[C:7](Br)=[N:6][C:5]([Br:9])=[CH:4][N:3]=1.[CH3:10][N:11]1[CH2:16][CH2:15][CH:14]([NH:17][CH3:18])[CH2:13][CH2:12]1. No catalyst specified. The product is [Br:9][C:5]1[N:6]=[C:7]([N:17]([CH3:18])[CH:14]2[CH2:15][CH2:16][N:11]([CH3:10])[CH2:12][CH2:13]2)[C:2]([NH2:1])=[N:3][CH:4]=1. The yield is 0.510. (2) The reactants are [CH2:1]([N:8]([CH2:45][C:46]1[CH:51]=[CH:50][CH:49]=[CH:48][CH:47]=1)[CH:9]1[CH2:13][CH:12]([C:14](=[O:43])[CH2:15][N:16]([C:24]2[N:25]=[C:26]3[CH:32]=[CH:31][N:30]([S:33]([C:36]4[CH:42]=[CH:41][C:39]([CH3:40])=[CH:38][CH:37]=4)(=[O:35])=[O:34])[C:27]3=[N:28][CH:29]=2)C(=O)OC(C)(C)C)[CH:11]([CH3:44])[CH2:10]1)[C:2]1[CH:7]=[CH:6][CH:5]=[CH:4][CH:3]=1. The catalyst is Cl. The product is [CH2:45]([N:8]([CH2:1][C:2]1[CH:3]=[CH:4][CH:5]=[CH:6][CH:7]=1)[CH:9]1[CH2:13][CH:12]([C:14](=[O:43])[CH2:15][NH:16][C:24]2[N:25]=[C:26]3[CH:32]=[CH:31][N:30]([S:33]([C:36]4[CH:37]=[CH:38][C:39]([CH3:40])=[CH:41][CH:42]=4)(=[O:35])=[O:34])[C:27]3=[N:28][CH:29]=2)[CH:11]([CH3:44])[CH2:10]1)[C:46]1[CH:51]=[CH:50][CH:49]=[CH:48][CH:47]=1. The yield is 0.980. (3) The reactants are [C:1]([O:5][C:6]([N:8]([CH2:10][C:11]1[CH:12]=[C:13]([C:29]2[CH:34]=[CH:33][CH:32]=[CH:31][CH:30]=2)[N:14]([S:16]([C:19]2[CH:20]=[C:21]([CH:26]=[CH:27][CH:28]=2)[C:22]([O:24]C)=[O:23])(=[O:18])=[O:17])[CH:15]=1)[CH3:9])=[O:7])([CH3:4])([CH3:3])[CH3:2].[OH-].[Na+].Cl. The catalyst is O1CCCC1.CO. The product is [C:1]([O:5][C:6]([N:8]([CH2:10][C:11]1[CH:12]=[C:13]([C:29]2[CH:30]=[CH:31][CH:32]=[CH:33][CH:34]=2)[N:14]([S:16]([C:19]2[CH:20]=[C:21]([CH:26]=[CH:27][CH:28]=2)[C:22]([OH:24])=[O:23])(=[O:18])=[O:17])[CH:15]=1)[CH3:9])=[O:7])([CH3:4])([CH3:2])[CH3:3]. The yield is 0.830. (4) The reactants are [C:1]([C:3]1[CH:8]=[CH:7][CH:6]=[CH:5][C:4]=1[C:9]1[CH:14]=[CH:13][C:12]([CH2:15][C:16]2[C:17](=[O:39])[N:18]([C@@H:28]3[CH2:31][C@H:30]([O:32][CH2:33]C(OCC)=O)[CH2:29]3)[C:19]3[N:20]([N:25]=[CH:26][N:27]=3)[C:21]=2[CH2:22][CH2:23][CH3:24])=[CH:11][CH:10]=1)#[N:2].C[Mg]Br.[Cl-].[NH4+]. The catalyst is O1CCCC1. The product is [OH:32][C:30]([CH3:31])([CH3:29])[CH2:33][O:32][C@@H:30]1[CH2:31][C@H:28]([N:18]2[C:17](=[O:39])[C:16]([CH2:15][C:12]3[CH:13]=[CH:14][C:9]([C:4]4[C:3]([C:1]#[N:2])=[CH:8][CH:7]=[CH:6][CH:5]=4)=[CH:10][CH:11]=3)=[C:21]([CH2:22][CH2:23][CH3:24])[N:20]3[N:25]=[CH:26][N:27]=[C:19]23)[CH2:29]1. The yield is 0.780. (5) The reactants are [C:1]([C:3]1[CH:8]=[CH:7][C:6]([C:9]2([O:12][CH:13]([CH3:15])[CH3:14])[CH2:11][CH2:10]2)=[CH:5][CH:4]=1)#[CH:2].[CH2:16]([O:18][C:19](=[O:27])[C:20]1[CH:25]=[CH:24][C:23](I)=[CH:22][CH:21]=1)[CH3:17]. The catalyst is C(N(CC)CC)C.[Cu]I.Cl[Pd](Cl)([P](C1C=CC=CC=1)(C1C=CC=CC=1)C1C=CC=CC=1)[P](C1C=CC=CC=1)(C1C=CC=CC=1)C1C=CC=CC=1. The product is [CH:13]([O:12][C:9]1([C:6]2[CH:7]=[CH:8][C:3]([C:1]#[C:2][C:23]3[CH:24]=[CH:25][C:20]([C:19]([O:18][CH2:16][CH3:17])=[O:27])=[CH:21][CH:22]=3)=[CH:4][CH:5]=2)[CH2:10][CH2:11]1)([CH3:15])[CH3:14]. The yield is 0.760. (6) The reactants are [OH-].[Na+].[C:3]1([C:9]2[N:10]=[C:11]([CH2:14][C:15]#[N:16])[S:12][CH:13]=2)[CH:8]=[CH:7][CH:6]=[CH:5][CH:4]=1.Br[CH2:18][CH2:19]Br. The catalyst is [Cl-].C([N+](CC)(CC)CC)C1C=CC=CC=1.C(Cl)Cl. The product is [C:3]1([C:9]2[N:10]=[C:11]([C:14]3([C:15]#[N:16])[CH2:19][CH2:18]3)[S:12][CH:13]=2)[CH:4]=[CH:5][CH:6]=[CH:7][CH:8]=1. The yield is 0.410.